Dataset: Full USPTO retrosynthesis dataset with 1.9M reactions from patents (1976-2016). Task: Predict the reactants needed to synthesize the given product. (1) Given the product [CH3:22][C:21]1[CH:23]=[CH:24][C:18]([S:15]([O:14][CH2:13][CH:10]2[CH2:11][CH2:12][S:7][CH2:8][CH2:9]2)(=[O:17])=[O:16])=[CH:19][CH:20]=1, predict the reactants needed to synthesize it. The reactants are: N1C=CC=CC=1.[S:7]1[CH2:12][CH2:11][CH:10]([CH2:13][OH:14])[CH2:9][CH2:8]1.[S:15](Cl)([C:18]1[CH:24]=[CH:23][C:21]([CH3:22])=[CH:20][CH:19]=1)(=[O:17])=[O:16]. (2) Given the product [F:50][C:51]1[CH:56]=[CH:55][C:54]([C:57]([F:60])([F:59])[F:58])=[CH:53][C:52]=1[C:30]1[CH:31]=[C:32]([CH3:49])[C:33]([C:36]([N:38]2[CH2:39][CH2:40][CH:41]([N:44]3[CH2:48][CH2:47][CH2:46][CH2:45]3)[CH2:42][CH2:43]2)=[O:37])=[N:34][CH:35]=1, predict the reactants needed to synthesize it. The reactants are: COC(C1C(C)=CC(C2C=CC=C(C(F)(F)F)C=2)=CN=1)=O.ClC1C=C([C:30]2[CH:31]=[C:32]([CH3:49])[C:33]([C:36]([N:38]3[CH2:43][CH2:42][CH:41]([N:44]4[CH2:48][CH2:47][CH2:46][CH2:45]4)[CH2:40][CH2:39]3)=[O:37])=[N:34][CH:35]=2)C=CC=1Cl.[F:50][C:51]1[CH:56]=[CH:55][C:54]([C:57]([F:60])([F:59])[F:58])=[CH:53][C:52]=1B(O)O.C(=O)([O-])[O-].[Na+].[Na+].